From a dataset of NCI-60 drug combinations with 297,098 pairs across 59 cell lines. Regression. Given two drug SMILES strings and cell line genomic features, predict the synergy score measuring deviation from expected non-interaction effect. (1) Drug 1: CN1CCC(CC1)COC2=C(C=C3C(=C2)N=CN=C3NC4=C(C=C(C=C4)Br)F)OC. Drug 2: CCN(CC)CCNC(=O)C1=C(NC(=C1C)C=C2C3=C(C=CC(=C3)F)NC2=O)C. Cell line: SK-MEL-5. Synergy scores: CSS=-9.40, Synergy_ZIP=6.71, Synergy_Bliss=3.91, Synergy_Loewe=-3.51, Synergy_HSA=-4.17. (2) Drug 1: C1=CC(=C2C(=C1NCCNCCO)C(=O)C3=C(C=CC(=C3C2=O)O)O)NCCNCCO. Drug 2: C1=NNC2=C1C(=O)NC=N2. Cell line: SNB-19. Synergy scores: CSS=50.9, Synergy_ZIP=3.68, Synergy_Bliss=5.84, Synergy_Loewe=-7.94, Synergy_HSA=7.06. (3) Drug 1: CN(C)N=NC1=C(NC=N1)C(=O)N. Drug 2: CCC1(CC2CC(C3=C(CCN(C2)C1)C4=CC=CC=C4N3)(C5=C(C=C6C(=C5)C78CCN9C7C(C=CC9)(C(C(C8N6C=O)(C(=O)OC)O)OC(=O)C)CC)OC)C(=O)OC)O.OS(=O)(=O)O. Cell line: SNB-75. Synergy scores: CSS=0.675, Synergy_ZIP=-0.410, Synergy_Bliss=-2.87, Synergy_Loewe=-15.1, Synergy_HSA=-6.67. (4) Cell line: HS 578T. Synergy scores: CSS=-6.63, Synergy_ZIP=-0.838, Synergy_Bliss=-7.10, Synergy_Loewe=-6.79, Synergy_HSA=-7.05. Drug 2: COCCOC1=C(C=C2C(=C1)C(=NC=N2)NC3=CC=CC(=C3)C#C)OCCOC.Cl. Drug 1: C1=CN(C=N1)CC(O)(P(=O)(O)O)P(=O)(O)O. (5) Drug 1: CC12CCC(CC1=CCC3C2CCC4(C3CC=C4C5=CN=CC=C5)C)O. Drug 2: CC12CCC3C(C1CCC2=O)CC(=C)C4=CC(=O)C=CC34C. Cell line: SK-OV-3. Synergy scores: CSS=29.5, Synergy_ZIP=3.12, Synergy_Bliss=0.514, Synergy_Loewe=-5.83, Synergy_HSA=0.220. (6) Drug 1: C1CCC(CC1)NC(=O)N(CCCl)N=O. Drug 2: CC1=C2C(C(=O)C3(C(CC4C(C3C(C(C2(C)C)(CC1OC(=O)C(C(C5=CC=CC=C5)NC(=O)OC(C)(C)C)O)O)OC(=O)C6=CC=CC=C6)(CO4)OC(=O)C)O)C)O. Cell line: SK-MEL-28. Synergy scores: CSS=31.2, Synergy_ZIP=-1.06, Synergy_Bliss=0.944, Synergy_Loewe=-17.1, Synergy_HSA=1.83.